Task: Predict the reaction yield, written as a fraction of the theoretical maximum amount of product (1.0 means a 100% yield; for example, 0.34 means a 34% yield).. Dataset: Reaction yield outcomes from USPTO patents with 853,638 reactions (1) The reactants are I[C:2]1[C:10]2[C:5](=[N:6][CH:7]=[C:8]([C:11]3[CH:12]=[C:13]([O:17]S(C4C=CC(C)=CC=4)(=O)=O)[CH:14]=[CH:15][CH:16]=3)[CH:9]=2)[N:4](S(C2C=CC(C)=CC=2)(=O)=O)[CH:3]=1.[O:38]1[CH:42]=[CH:41][C:40](B(O)O)=[CH:39]1.C(#N)C.C(=O)([O-])[O-].[Na+].[Na+]. The catalyst is O.CN(C=O)C.Cl[Pd-2](Cl)(P(C1C=CC=CC=1)(C1C=CC=CC=1)C1C=CC=CC=1)P(C1C=CC=CC=1)(C1C=CC=CC=1)C1C=CC=CC=1. The product is [O:38]1[CH:42]=[CH:41][C:40]([C:2]2[C:10]3[C:5](=[N:6][CH:7]=[C:8]([C:11]4[CH:12]=[C:13]([OH:17])[CH:14]=[CH:15][CH:16]=4)[CH:9]=3)[NH:4][CH:3]=2)=[CH:39]1. The yield is 0.560. (2) The reactants are [C:1]1([C:7]2[N:12]=[C:11]3[CH2:13][CH2:14][CH2:15][C:10]3=[C:9]([NH:16][C:17]3[CH:22]=[CH:21][C:20]([CH2:23][C:24]([O:26][CH2:27][CH3:28])=[O:25])=[CH:19][CH:18]=3)[CH:8]=2)[CH2:6][CH2:5][CH2:4][CH2:3][CH:2]=1.[H][H]. The catalyst is C(O)C.[Pd]. The product is [CH:1]1([C:7]2[N:12]=[C:11]3[CH2:13][CH2:14][CH2:15][C:10]3=[C:9]([NH:16][C:17]3[CH:22]=[CH:21][C:20]([CH2:23][C:24]([O:26][CH2:27][CH3:28])=[O:25])=[CH:19][CH:18]=3)[CH:8]=2)[CH2:2][CH2:3][CH2:4][CH2:5][CH2:6]1. The yield is 1.00. (3) The reactants are [CH2:1]([O:8][C:9]1[CH:14]=[CH:13][C:12]([CH:15]=[C:16](S(C2C=CC(C)=CC=2)(=O)=O)[C:17]#[N:18])=[CH:11][CH:10]=1)[C:2]1[CH:7]=[CH:6][CH:5]=[CH:4][CH:3]=1.C1CCN2C(=NCCC2)CC1.[N+:40]([CH2:42][C:43]([O:45][CH2:46][CH3:47])=[O:44])#[C-:41].O. The catalyst is C1COCC1.CCOC(C)=O. The product is [CH2:46]([O:45][C:43]([C:42]1[NH:40][CH:41]=[C:16]([C:17]#[N:18])[C:15]=1[C:12]1[CH:11]=[CH:10][C:9]([O:8][CH2:1][C:2]2[CH:3]=[CH:4][CH:5]=[CH:6][CH:7]=2)=[CH:14][CH:13]=1)=[O:44])[CH3:47]. The yield is 0.910. (4) The reactants are Br[CH2:2][C:3]1[CH:10]=[CH:9][C:6]([C:7]#[N:8])=[CH:5][CH:4]=1.C(N(CC)CC)C.[NH:18]1[CH2:23][CH2:22][O:21][CH2:20][CH2:19]1. The catalyst is C(Cl)Cl. The product is [O:21]1[CH2:22][CH2:23][N:18]([CH2:2][C:3]2[CH:10]=[CH:9][C:6]([C:7]#[N:8])=[CH:5][CH:4]=2)[CH2:19][CH2:20]1. The yield is 0.720. (5) The reactants are [Cl:1][C:2]1[C:11]([N+:12]([O-])=O)=[C:10]([NH:15][CH2:16][CH2:17][O:18][CH2:19][CH2:20][O:21][CH2:22][CH2:23][O:24][CH2:25][CH2:26][P:27](=[O:34])([O:31][CH2:32][CH3:33])[O:28][CH2:29][CH3:30])[C:9]2[C:4](=[CH:5][CH:6]=[CH:7][CH:8]=2)[N:3]=1.[O-]S([O-])(=O)=O.[Mg+2]. The catalyst is CCOC(C)=O.[Pt]. The product is [NH2:12][C:11]1[C:2]([Cl:1])=[N:3][C:4]2[C:9]([C:10]=1[NH:15][CH2:16][CH2:17][O:18][CH2:19][CH2:20][O:21][CH2:22][CH2:23][O:24][CH2:25][CH2:26][P:27](=[O:34])([O:28][CH2:29][CH3:30])[O:31][CH2:32][CH3:33])=[CH:8][CH:7]=[CH:6][CH:5]=2. The yield is 0.970. (6) The product is [CH2:1]([NH:3][C:4]([NH:6][C:7]1[CH:12]=[C:11]([CH:10]=[CH:9][CH:8]=1)[NH2:34])=[O:5])[CH3:2]. The yield is 0.830. No catalyst specified. The reactants are [CH2:1]([NH:3][C:4]([NH:6][C:7]1[CH:12]=[CH:11][C:10](NC2N=C(N[C:10]3[CH:11]=[CH:12][C:7]([NH:6][C:4]([NH:3][CH2:1][CH3:2])=[O:5])=[CH:8][CH:9]=3)C(F)=CN=2)=[CH:9][CH:8]=1)=[O:5])[CH3:2].[NH2:34]C1C=CC=C(N)C=1.C(N=C=O)C.C(=O)([O-])[O-].[K+].[K+]. (7) The reactants are [CH2:1]([N:3]1[CH2:8][CH2:7][NH:6][CH2:5][CH2:4]1)[CH3:2].Br[CH2:10][C:11]1[CH:33]=[CH:32][C:14]([CH2:15][C:16]2[N:26]([CH2:27][C:28]([CH3:31])([CH3:30])[CH3:29])[C:19]3[N:20]=[C:21]([C:24]#[N:25])[N:22]=[CH:23][C:18]=3[CH:17]=2)=[CH:13][CH:12]=1.C(Cl)Cl.CO. The catalyst is CN(C=O)C.CCOC(C)=O. The product is [CH3:29][C:28]([CH3:30])([CH3:31])[CH2:27][N:26]1[C:19]2[N:20]=[C:21]([C:24]#[N:25])[N:22]=[CH:23][C:18]=2[CH:17]=[C:16]1[CH2:15][C:14]1[CH:13]=[CH:12][C:11]([CH2:10][N:6]2[CH2:7][CH2:8][N:3]([CH2:1][CH3:2])[CH2:4][CH2:5]2)=[CH:33][CH:32]=1. The yield is 0.818. (8) The reactants are C(OC([N:8]1[CH2:13][CH2:12][N:11]([C:14](=[O:41])[CH2:15][CH2:16][C:17]2[CH:22]=[CH:21][C:20]([C:23]([N:25]3[CH2:34][C:33]4[CH:32]=[N:31][N:30]([CH3:35])[C:29]=4[NH:28][C:27]4[CH:36]=[CH:37][CH:38]=[CH:39][C:26]3=4)=[O:24])=[CH:19][C:18]=2[CH3:40])[CH2:10][CH2:9]1)=O)(C)(C)C.Cl.O1CCOCC1. The product is [CH3:40][C:18]1[CH:19]=[C:20]([C:23]([N:25]2[CH2:34][C:33]3[CH:32]=[N:31][N:30]([CH3:35])[C:29]=3[NH:28][C:27]3[CH:36]=[CH:37][CH:38]=[CH:39][C:26]2=3)=[O:24])[CH:21]=[CH:22][C:17]=1[CH2:16][CH2:15][C:14]([N:11]1[CH2:10][CH2:9][NH:8][CH2:13][CH2:12]1)=[O:41]. The catalyst is CO. The yield is 0.730. (9) The reactants are Cl.[Cl:2][C:3]1[CH:23]=[CH:22][C:6]([CH2:7][C:8]2[N:9]=[C:10]([C:16]3[CH:21]=[CH:20][N:19]=[CH:18][CH:17]=3)[S:11][C:12]=2[C:13](=[NH:15])[NH2:14])=[CH:5][CH:4]=1.C(=O)([O-])[O-].[Na+].[Na+].Br[CH2:31][C:32](=O)[CH2:33][N:34]1[C:42](=[O:43])[C:41]2[C:36](=[CH:37][CH:38]=[CH:39][CH:40]=2)[C:35]1=[O:44]. The catalyst is CN(C=O)C.C(OCC)(=O)C.O. The product is [Cl:2][C:3]1[CH:4]=[CH:5][C:6]([CH2:7][C:8]2[N:9]=[C:10]([C:16]3[CH:21]=[CH:20][N:19]=[CH:18][CH:17]=3)[S:11][C:12]=2[C:13]2[NH:14][CH:31]=[C:32]([CH2:33][N:34]3[C:42](=[O:43])[C:41]4[C:36](=[CH:37][CH:38]=[CH:39][CH:40]=4)[C:35]3=[O:44])[N:15]=2)=[CH:22][CH:23]=1. The yield is 0.300.